Dataset: Catalyst prediction with 721,799 reactions and 888 catalyst types from USPTO. Task: Predict which catalyst facilitates the given reaction. (1) Reactant: [OH:1][C:2]1[CH:3]=[C:4]2[C:8](=[C:9]([N:11]([CH3:21])[S:12]([C:15]3[CH:20]=[CH:19][CH:18]=[CH:17][N:16]=3)(=[O:14])=[O:13])[CH:10]=1)[NH:7][C:6]([C:22]1[S:23][CH:24]([CH2:27][N:28]3[CH2:33][CH2:32][S:31][CH2:30][CH2:29]3)[CH2:25][N:26]=1)=[CH:5]2.C(=O)([O-])[O-].[K+].[K+].Br[CH2:41][C:42]([O:44][CH2:45][CH3:46])=[O:43]. Product: [CH2:45]([O:44][C:42](=[O:43])[CH2:41][O:1][C:2]1[CH:3]=[C:4]2[C:8](=[C:9]([N:11]([CH3:21])[S:12]([C:15]3[CH:20]=[CH:19][CH:18]=[CH:17][N:16]=3)(=[O:14])=[O:13])[CH:10]=1)[NH:7][C:6]([C:22]1[S:23][CH:24]([CH2:27][N:28]3[CH2:33][CH2:32][S:31][CH2:30][CH2:29]3)[CH2:25][N:26]=1)=[CH:5]2)[CH3:46]. The catalyst class is: 42. (2) Reactant: [N+:1]([C:4]1[CH:9]=[CH:8][C:7]([C:10]2[CH:15]=[CH:14][C:13]([C:16]([OH:18])=O)=[CH:12][CH:11]=2)=[CH:6][CH:5]=1)([O-:3])=[O:2].C(Cl)(=O)C(Cl)=O.Cl.[CH3:26][NH:27][C@H:28]([C:32]([O:34][CH3:35])=[O:33])[CH:29]([CH3:31])[CH3:30].C(N(CC)CC)C. Product: [CH3:26][N:27]([C:16]([C:13]1[CH:12]=[CH:11][C:10]([C:7]2[CH:6]=[CH:5][C:4]([N+:1]([O-:3])=[O:2])=[CH:9][CH:8]=2)=[CH:15][CH:14]=1)=[O:18])[C@H:28]([C:32]([O:34][CH3:35])=[O:33])[CH:29]([CH3:31])[CH3:30]. The catalyst class is: 306. (3) The catalyst class is: 149. Reactant: Cl[C:2]1[N:7]2[N:8]=[C:9]([C:18]3[CH:23]=[CH:22][CH:21]=[CH:20][C:19]=3[Cl:24])[C:10]([C:11]3[CH:16]=[CH:15][C:14]([Cl:17])=[CH:13][CH:12]=3)=[C:6]2[N:5]=[C:4]([CH3:25])[N:3]=1.C(N(C(C)C)CC)(C)C.Cl.[CH2:36]([NH:38][C:39]1([C:43]([NH2:45])=[O:44])[CH2:42][NH:41][CH2:40]1)[CH3:37]. Product: [Cl:24][C:19]1[CH:20]=[CH:21][CH:22]=[CH:23][C:18]=1[C:9]1[C:10]([C:11]2[CH:12]=[CH:13][C:14]([Cl:17])=[CH:15][CH:16]=2)=[C:6]2[N:5]=[C:4]([CH3:25])[N:3]=[C:2]([N:41]3[CH2:42][C:39]([NH:38][CH2:36][CH3:37])([C:43]([NH2:45])=[O:44])[CH2:40]3)[N:7]2[N:8]=1. (4) Reactant: C([O-])([O-])=O.[K+].[K+].Cl[C:8]1[CH:9]=[N+:10]([O-:17])[CH:11]=[CH:12][C:13]=1[N+:14]([O-:16])=[O:15].[CH2:18]([NH:20]CC)[CH3:19].C(N)C. Product: [CH2:18]([NH:20][C:8]1[CH:9]=[N+:10]([O-:17])[CH:11]=[CH:12][C:13]=1[N+:14]([O-:16])=[O:15])[CH3:19]. The catalyst class is: 1. (5) Reactant: [C:1]([O:5][C:6](=[O:19])[CH2:7][C:8](=[O:18])[CH2:9][CH2:10][C:11]1[CH:16]=[CH:15][C:14]([Br:17])=[CH:13][CH:12]=1)([CH3:4])([CH3:3])[CH3:2].[H-].[Na+].Br[CH2:23][CH2:24][O:25][Si:26]([C:29]([CH3:32])([CH3:31])[CH3:30])([CH3:28])[CH3:27]. Product: [CH3:30][C:29]([Si:26]([CH3:28])([CH3:27])[O:25][CH2:24][CH2:23][CH:7]([C:8](=[O:18])[CH2:9][CH2:10][C:11]1[CH:12]=[CH:13][C:14]([Br:17])=[CH:15][CH:16]=1)[C:6]([O:5][C:1]([CH3:4])([CH3:2])[CH3:3])=[O:19])([CH3:32])[CH3:31]. The catalyst class is: 9. (6) Reactant: C([Li])CCC.CCCCCC.[F:12][C:13]1[CH:21]=[C:20]2[C:16]([CH:17]=[CH:18][NH:19]2)=[CH:15][CH:14]=1.[CH:22]([Si:25](Cl)([CH:29]([CH3:31])[CH3:30])[CH:26]([CH3:28])[CH3:27])([CH3:24])[CH3:23]. Product: [F:12][C:13]1[CH:21]=[C:20]2[C:16]([CH:17]=[CH:18][N:19]2[Si:25]([CH:29]([CH3:31])[CH3:30])([CH:26]([CH3:28])[CH3:27])[CH:22]([CH3:24])[CH3:23])=[CH:15][CH:14]=1. The catalyst class is: 1.